This data is from Full USPTO retrosynthesis dataset with 1.9M reactions from patents (1976-2016). The task is: Predict the reactants needed to synthesize the given product. (1) Given the product [O:36]1[C:37]2[CH:43]=[CH:42][CH:41]=[CH:40][C:38]=2[N:39]=[C:35]1[C:21]1[CH:22]=[CH:23][C:18]([S:15]([N:12]2[CH2:11][CH2:10][C:8]3([O:7][CH2:6][C:5](=[O:33])[N:4]([CH:1]4[CH2:3][CH2:2]4)[CH2:9]3)[CH2:14][CH2:13]2)(=[O:17])=[O:16])=[CH:19][CH:20]=1, predict the reactants needed to synthesize it. The reactants are: [CH:1]1([N:4]2[CH2:9][C:8]3([CH2:14][CH2:13][N:12]([S:15]([C:18]4[CH:23]=[CH:22][C:21](B5OC(C)(C)C(C)(C)O5)=[CH:20][CH:19]=4)(=[O:17])=[O:16])[CH2:11][CH2:10]3)[O:7][CH2:6][C:5]2=[O:33])[CH2:3][CH2:2]1.Cl[C:35]1[O:36][C:37]2[CH:43]=[CH:42][CH:41]=[CH:40][C:38]=2[N:39]=1. (2) Given the product [OH:1][C:2]1[CH:3]=[CH:4][C:5]2[O:9][C:8]([C:10]3[CH:15]=[CH:14][C:13]([OH:16])=[CH:12][CH:11]=3)=[C:7]([C:17](=[N:21][OH:22])[CH3:18])[C:6]=2[CH:20]=1, predict the reactants needed to synthesize it. The reactants are: [OH:1][C:2]1[CH:3]=[CH:4][C:5]2[O:9][C:8]([C:10]3[CH:15]=[CH:14][C:13]([OH:16])=[CH:12][CH:11]=3)=[C:7]([C:17](=O)[CH3:18])[C:6]=2[CH:20]=1.[NH2:21][OH:22].Cl. (3) The reactants are: [OH-].[K+].[CH3:3][C@H:4]1[CH2:9][N:8]([CH2:10][C:11]2[CH:16]=[CH:15][C:14]([N+:17]([O-])=O)=[CH:13][CH:12]=2)[CH2:7][CH2:6][N:5]1[C:20]([O:22][C:23]([CH3:26])([CH3:25])[CH3:24])=[O:21]. Given the product [NH2:17][C:14]1[CH:15]=[CH:16][C:11]([CH2:10][N:8]2[CH2:7][CH2:6][N:5]([C:20]([O:22][C:23]([CH3:26])([CH3:25])[CH3:24])=[O:21])[C@@H:4]([CH3:3])[CH2:9]2)=[CH:12][CH:13]=1, predict the reactants needed to synthesize it. (4) Given the product [CH3:1][O:2][C:3]1[C:12]2[C:7](=[C:8]([O:13][CH3:14])[CH:9]=[CH:10][CH:11]=2)[N:6]=[C:5]([C:15]([N:17]2[CH2:18][CH2:19][C:20]3([CH2:31][C:30](=[O:32])[C:29]4[C:24](=[CH:25][CH:26]=[C:27]([NH:33][C:34]5[NH:38][CH:37]=[N:36][N:35]=5)[CH:28]=4)[O:23]3)[CH2:21][CH2:22]2)=[O:16])[CH:4]=1, predict the reactants needed to synthesize it. The reactants are: [CH3:1][O:2][C:3]1[C:12]2[C:7](=[C:8]([O:13][CH3:14])[CH:9]=[CH:10][CH:11]=2)[N:6]=[C:5]([C:15]([N:17]2[CH2:22][CH2:21][C:20]3([CH2:31][C:30](=[O:32])[C:29]4[C:24](=[CH:25][CH:26]=[C:27]([NH:33][C:34]5[N:38]=[CH:37][N:36](COCC[Si](C)(C)C)[N:35]=5)[CH:28]=4)[O:23]3)[CH2:19][CH2:18]2)=[O:16])[CH:4]=1.C(O)(C(F)(F)F)=O.C(N)CN.